This data is from Full USPTO retrosynthesis dataset with 1.9M reactions from patents (1976-2016). The task is: Predict the reactants needed to synthesize the given product. (1) Given the product [F:1][C:2]([F:9])([F:8])/[CH:3]=[CH:4]/[C:5]([N:26]1[CH2:27][CH2:28][N:23]([C:19]2[CH:18]=[C:17]([CH3:16])[CH:22]=[CH:21][N:20]=2)[CH2:24][CH2:25]1)=[O:6], predict the reactants needed to synthesize it. The reactants are: [F:1][C:2]([F:9])([F:8])/[CH:3]=[CH:4]/[C:5](O)=[O:6].C(Cl)(=O)C(Cl)=O.[CH3:16][C:17]1[CH:22]=[CH:21][N:20]=[C:19]([N:23]2[CH2:28][CH2:27][NH:26][CH2:25][CH2:24]2)[CH:18]=1. (2) Given the product [CH2:1]([O:3][C:4](=[O:19])[CH:5]=[C:6]([O:8][C:9]1[C:18]2[CH2:17][CH2:16][CH2:15][CH2:14][C:13]=2[CH:12]=[CH:11][CH:10]=1)[CH2:7][Br:20])[CH3:2], predict the reactants needed to synthesize it. The reactants are: [CH2:1]([O:3][C:4](=[O:19])[CH:5]=[C:6]([O:8][C:9]1[C:18]2[CH2:17][CH2:16][CH2:15][CH2:14][C:13]=2[CH:12]=[CH:11][CH:10]=1)[CH3:7])[CH3:2].[Br:20]N1C(=O)CCC1=O. (3) Given the product [CH3:11][O:12][C:13]1[CH:18]=[CH:17][C:16]([C:2]2[N:7]=[C:6]([NH2:8])[N:5]=[C:4]([NH:9][CH3:10])[CH:3]=2)=[C:15]([CH3:22])[C:14]=1[CH3:23], predict the reactants needed to synthesize it. The reactants are: Cl[C:2]1[N:7]=[C:6]([NH2:8])[N:5]=[C:4]([NH:9][CH3:10])[CH:3]=1.[CH3:11][O:12][C:13]1[CH:18]=[CH:17][C:16](B(O)O)=[C:15]([CH3:22])[C:14]=1[CH3:23].C(=O)([O-])[O-].[K+].[K+]. (4) Given the product [NH2:24][CH2:23][C:22]1[CH:21]=[C:20]([CH2:19][N:18]2[C:17]3[CH:28]=[CH:29][CH:30]=[CH:31][C:16]=3[N:15]=[C:14]2[CH2:13][N:2]([CH3:1])[CH:3]2[C:12]3[N:11]=[CH:10][CH:9]=[CH:8][C:7]=3[CH2:6][CH2:5][CH2:4]2)[CH:27]=[CH:26][CH:25]=1, predict the reactants needed to synthesize it. The reactants are: [CH3:1][N:2]([CH2:13][C:14]1[N:18]([CH2:19][C:20]2[CH:21]=[C:22]([CH:25]=[CH:26][CH:27]=2)[C:23]#[N:24])[C:17]2[CH:28]=[CH:29][CH:30]=[CH:31][C:16]=2[N:15]=1)[CH:3]1[C:12]2[N:11]=[CH:10][CH:9]=[CH:8][C:7]=2[CH2:6][CH2:5][CH2:4]1.NCC1C=CC(CN2C3C=CC=CC=3N=C2CN(C)C2C3N=CC=CC=3CCC2)=CC=1. (5) Given the product [F:1][C:2]1[CH:20]=[C:19]([F:21])[CH:18]=[CH:17][C:3]=1[C:4]([NH:6][C:7]1[CH:12]=[CH:11][C:10]([F:13])=[C:9]([NH2:14])[CH:8]=1)=[O:5], predict the reactants needed to synthesize it. The reactants are: [F:1][C:2]1[CH:20]=[C:19]([F:21])[CH:18]=[CH:17][C:3]=1[C:4]([NH:6][C:7]1[CH:12]=[CH:11][C:10]([F:13])=[C:9]([N+:14]([O-])=O)[CH:8]=1)=[O:5].O.O.Cl[Sn]Cl.Cl. (6) Given the product [CH2:1]([N:5]1[CH2:10][CH2:9][CH:8]([C:11]2[CH:12]=[C:13]([O:17][S:19]([CH3:18])(=[O:21])=[O:20])[CH:14]=[CH:15][CH:16]=2)[CH2:7][CH2:6]1)[CH2:2][CH2:3][CH3:4], predict the reactants needed to synthesize it. The reactants are: [CH2:1]([N:5]1[CH2:10][CH2:9][CH:8]([C:11]2[CH:12]=[C:13]([OH:17])[CH:14]=[CH:15][CH:16]=2)[CH2:7][CH2:6]1)[CH2:2][CH2:3][CH3:4].[CH3:18][S:19](Cl)(=[O:21])=[O:20]. (7) Given the product [F:51][C:32]([F:50])([F:31])[C:33]([NH:35][CH2:36][C:37]1[CH:42]=[CH:41][C:40]([F:43])=[C:39]([CH:44]2[CH2:49][CH2:48][N:47]([C:15]([C:7]3[C:6]4[C:10](=[C:2]([F:1])[CH:3]=[CH:4][C:5]=4[O:18][C:19]([F:22])([F:20])[F:21])[N:9]([CH2:11][CH2:12][O:13][CH3:14])[CH:8]=3)=[O:16])[CH2:46][CH2:45]2)[CH:38]=1)=[O:34], predict the reactants needed to synthesize it. The reactants are: [F:1][C:2]1[CH:3]=[CH:4][C:5]([O:18][C:19]([F:22])([F:21])[F:20])=[C:6]2[C:10]=1[N:9]([CH2:11][CH2:12][O:13][CH3:14])[CH:8]=[C:7]2[C:15](O)=[O:16].CCN(CC)CC.Cl.[F:31][C:32]([F:51])([F:50])[C:33]([NH:35][CH2:36][C:37]1[CH:42]=[CH:41][C:40]([F:43])=[C:39]([CH:44]2[CH2:49][CH2:48][NH:47][CH2:46][CH2:45]2)[CH:38]=1)=[O:34].CCN=C=NCCCN(C)C.